This data is from Forward reaction prediction with 1.9M reactions from USPTO patents (1976-2016). The task is: Predict the product of the given reaction. (1) Given the reactants [OH:1][C:2]1([CH2:17][CH:18]=O)[CH2:6][CH2:5][CH2:4][CH:3]1[C:7]([O:9][CH2:10][C:11]1[CH:16]=[CH:15][CH:14]=[CH:13][CH:12]=1)=[O:8].[C:20](=[O:27])([O:22][C:23]([CH3:26])([CH3:25])[CH3:24])[NH2:21].C([SiH](CC)CC)C.FC(F)(F)C(O)=O, predict the reaction product. The product is: [C:23]([O:22][C:20]([NH:21][CH2:18][CH2:17][C:2]1([OH:1])[CH2:6][CH2:5][CH2:4][CH:3]1[C:7]([O:9][CH2:10][C:11]1[CH:12]=[CH:13][CH:14]=[CH:15][CH:16]=1)=[O:8])=[O:27])([CH3:26])([CH3:25])[CH3:24]. (2) Given the reactants CN(C)/[CH:3]=[C:4](\[N+:10]#[C-:11])/[C:5]([O:7][CH2:8][CH3:9])=[O:6].[CH:13]([NH2:16])([CH3:15])[CH3:14], predict the reaction product. The product is: [CH:13]([N:16]1[CH:3]=[C:4]([C:5]([O:7][CH2:8][CH3:9])=[O:6])[N:10]=[CH:11]1)([CH3:15])[CH3:14]. (3) Given the reactants BrC1C=CC=CC=1C(Cl)=O.[CH3:11][O:12][C:13]1[CH:14]=[C:15]2[C:20](=[CH:21][C:22]=1[O:23][CH3:24])[N:19]=[CH:18][CH:17]=[C:16]2[O:25][C:26]1[CH:32]=[CH:31][C:29]([NH2:30])=[C:28]([F:33])[CH:27]=1.[Br:34][C:35]1[CH:40]=[CH:39][CH:38]=[CH:37][C:36]=1[C:41]([N:43]=[C:44]=[S:45])=[O:42], predict the reaction product. The product is: [Br:34][C:35]1[CH:40]=[CH:39][CH:38]=[CH:37][C:36]=1[C:41]([N:43]=[C:44]=[S:45])=[O:42].[Br:34][C:35]1[CH:40]=[CH:39][CH:38]=[CH:37][C:36]=1[C:41]([NH:43][C:44]([NH:30][C:29]1[CH:31]=[CH:32][C:26]([O:25][C:16]2[C:15]3[C:20](=[CH:21][C:22]([O:23][CH3:24])=[C:13]([O:12][CH3:11])[CH:14]=3)[N:19]=[CH:18][CH:17]=2)=[CH:27][C:28]=1[F:33])=[S:45])=[O:42]. (4) Given the reactants ClCCN(C)[CH:5]([CH:16]1[CH2:21][CH2:20][N:19]([CH2:22][CH2:23][O:24][C:25]2[CH:34]=[CH:33][CH:32]=[C:31]3[C:26]=2[CH:27]=[CH:28][C:29]([CH3:35])=[N:30]3)[CH2:18][CH2:17]1)[C:6]1[CH:7]=[C:8]([NH:12][C:13](=[O:15])[CH3:14])[CH:9]=[CH:10][CH:11]=1.[H-].[Na+], predict the reaction product. The product is: [CH3:13][N:12]1[CH2:8][CH2:7][N:12]([C:8]2[CH:9]=[CH:10][CH:11]=[C:6]([CH2:5][CH:16]3[CH2:21][CH2:20][N:19]([CH2:22][CH2:23][O:24][C:25]4[CH:34]=[CH:33][CH:32]=[C:31]5[C:26]=4[CH:27]=[CH:28][C:29]([CH3:35])=[N:30]5)[CH2:18][CH2:17]3)[CH:7]=2)[C:13](=[O:15])[CH2:14]1. (5) Given the reactants [C:1]([C:3]1[CH:8]=[CH:7][CH:6]=[CH:5][C:4]=1[C@H:9]([O:11][C:12](=[O:27])[NH:13][C:14]1[C:15]([CH3:26])=[N:16][O:17][C:18]=1[C:19]1[CH:24]=[CH:23][C:22](Br)=[CH:21][CH:20]=1)[CH3:10])#[N:2].[CH2:28]([O:30][C:31]([C:33]1([C:36]2[CH:41]=[CH:40][C:39](B3OC(C)(C)C(C)(C)O3)=[CH:38][CH:37]=2)[CH2:35][CH2:34]1)=[O:32])[CH3:29], predict the reaction product. The product is: [CH2:28]([O:30][C:31]([C:33]1([C:36]2[CH:41]=[CH:40][C:39]([C:22]3[CH:23]=[CH:24][C:19]([C:18]4[O:17][N:16]=[C:15]([CH3:26])[C:14]=4[NH:13][C:12]([O:11][C@@H:9]([C:4]4[CH:5]=[CH:6][CH:7]=[CH:8][C:3]=4[C:1]#[N:2])[CH3:10])=[O:27])=[CH:20][CH:21]=3)=[CH:38][CH:37]=2)[CH2:34][CH2:35]1)=[O:32])[CH3:29]. (6) Given the reactants [CH2:1]([O:3][C:4](=[O:26])[C@@H:5]([CH2:12][C:13]1[CH:18]=[CH:17][C:16]([NH2:19])=[C:15]([CH3:20])[C:14]=1[CH2:21][O:22][C:23](=[O:25])[CH3:24])[CH2:6][C:7]([O:9][CH2:10][CH3:11])=[O:8])[CH3:2].[Cl:27]N1C(=O)CCC1=O, predict the reaction product. The product is: [CH2:1]([O:3][C:4](=[O:26])[C@@H:5]([CH2:12][C:13]1[CH:18]=[C:17]([Cl:27])[C:16]([NH2:19])=[C:15]([CH3:20])[C:14]=1[CH2:21][O:22][C:23](=[O:25])[CH3:24])[CH2:6][C:7]([O:9][CH2:10][CH3:11])=[O:8])[CH3:2].